This data is from Full USPTO retrosynthesis dataset with 1.9M reactions from patents (1976-2016). The task is: Predict the reactants needed to synthesize the given product. (1) Given the product [CH:13]1([C:19]2[C:27]3[C:22](=[CH:23][C:24]([C:1]([N:8]4[CH:12]=[CH:11][N:10]=[CH:9]4)=[O:2])=[CH:25][CH:26]=3)[N:21]([CH3:31])[C:20]=2[C:32]2[CH:37]=[CH:36][CH:35]=[CH:34][C:33]=2[O:38][CH2:39][C:40]([N:42]([CH3:54])[CH2:43][CH2:44][O:45][CH2:46][CH2:47][N:48]([CH3:53])[S:49](=[O:52])(=[O:51])[NH2:50])=[O:41])[CH2:14][CH2:15][CH2:16][CH2:17][CH2:18]1, predict the reactants needed to synthesize it. The reactants are: [C:1]([N:8]1[CH:12]=[CH:11][N:10]=[CH:9]1)(N1C=CN=C1)=[O:2].[CH:13]1([C:19]2[C:27]3[C:22](=[CH:23][C:24](C(O)=O)=[CH:25][CH:26]=3)[N:21]([CH3:31])[C:20]=2[C:32]2[CH:37]=[CH:36][CH:35]=[CH:34][C:33]=2[O:38][CH2:39][C:40]([N:42]([CH3:54])[CH2:43][CH2:44][O:45][CH2:46][CH2:47][N:48]([CH3:53])[S:49](=[O:52])(=[O:51])[NH2:50])=[O:41])[CH2:18][CH2:17][CH2:16][CH2:15][CH2:14]1. (2) Given the product [CH2:1]([O:8][C:9]1[CH:14]=[CH:13][C:12]([CH2:15][CH2:16][NH:17][C:18](=[O:27])[C:19]([C:20]2[CH:21]=[CH:22][C:23]([CH3:26])=[CH:24][CH:25]=2)=[CH:30][OH:34])=[CH:11][C:10]=1[O:28][CH3:29])[C:2]1[CH:3]=[CH:4][CH:5]=[CH:6][CH:7]=1, predict the reactants needed to synthesize it. The reactants are: [CH2:1]([O:8][C:9]1[CH:14]=[CH:13][C:12]([CH2:15][CH2:16][NH:17][C:18](=[O:27])[CH2:19][C:20]2[CH:25]=[CH:24][C:23]([CH3:26])=[CH:22][CH:21]=2)=[CH:11][C:10]=1[O:28][CH3:29])[C:2]1[CH:7]=[CH:6][CH:5]=[CH:4][CH:3]=1.[C:30]([O:34]C(N(C)C)N(C)C)(C)(C)C.Cl. (3) Given the product [C:1]1([C:31]2[CH:36]=[CH:35][CH:34]=[CH:33][CH:32]=2)[CH:6]=[CH:5][CH:4]=[CH:3][C:2]=1[C@H:7]1[C@H:8]([C:9]2[CH:14]=[CH:13][CH:12]=[CH:11][C:10]=2[C:15]2[CH:20]=[CH:19][CH:18]=[CH:17][CH:16]=2)[N:21]2[CH2:28][CH2:27][N:26]1[CH2:23][CH2:22]2, predict the reactants needed to synthesize it. The reactants are: [C:1]1([C:31]2[CH:36]=[CH:35][CH:34]=[CH:33][CH:32]=2)[CH:6]=[CH:5][CH:4]=[CH:3][C:2]=1[C@H:7]([NH:26][C:27](=O)[CH2:28]Cl)[C@@H:8]([NH:21][C:22](=O)[CH2:23]Cl)[C:9]1[CH:14]=[CH:13][CH:12]=[CH:11][C:10]=1[C:15]1[CH:20]=[CH:19][CH:18]=[CH:17][CH:16]=1.B.C1COCC1.CO.